From a dataset of Forward reaction prediction with 1.9M reactions from USPTO patents (1976-2016). Predict the product of the given reaction. (1) Given the reactants [F:1][C:2]1[CH:3]=[C:4]([CH:27]=[CH:28][CH:29]=1)[CH2:5][N:6]1[C:14]2[C:9](=[CH:10][CH:11]=[CH:12][C:13]=2[CH2:15][CH2:16][C:17]2[CH:26]=[CH:25][C:20]([C:21]([O:23]C)=[O:22])=[CH:19][CH:18]=2)[CH2:8][CH2:7]1.[Li+].[OH-].Cl, predict the reaction product. The product is: [F:1][C:2]1[CH:3]=[C:4]([CH:27]=[CH:28][CH:29]=1)[CH2:5][N:6]1[C:14]2[C:9](=[CH:10][CH:11]=[CH:12][C:13]=2[CH2:15][CH2:16][C:17]2[CH:18]=[CH:19][C:20]([C:21]([OH:23])=[O:22])=[CH:25][CH:26]=2)[CH2:8][CH2:7]1. (2) Given the reactants Cl[C:2]1[CH:7]=[CH:6][N:5]=[C:4]2[CH:8]=[C:9]([C:11]3[N:12]([CH3:16])[CH:13]=[CH:14][N:15]=3)[S:10][C:3]=12.C[O:18][C:19](=[O:29])[CH2:20][C:21]1[CH:26]=[CH:25][C:24]([OH:27])=[CH:23][C:22]=1[Cl:28], predict the reaction product. The product is: [Cl:28][C:22]1[CH:23]=[C:24]([O:27][C:2]2[CH:7]=[CH:6][N:5]=[C:4]3[CH:8]=[C:9]([C:11]4[N:12]([CH3:16])[CH:13]=[CH:14][N:15]=4)[S:10][C:3]=23)[CH:25]=[CH:26][C:21]=1[CH2:20][C:19]([OH:29])=[O:18]. (3) Given the reactants [C:1]1([CH3:32])[CH:6]=[CH:5][C:4]([C:7]2[N:8]=[C:9]3[CH2:23][CH2:22][CH2:21][N:20]([CH2:24][CH2:25][CH2:26][CH2:27][CH2:28][C:29]([OH:31])=O)[C:10]3=[N:11][C:12]=2[C:13]2[CH:18]=[CH:17][C:16]([CH3:19])=[CH:15][CH:14]=2)=[CH:3][CH:2]=1.CN(C(ON1N=NC2C=CC=NC1=2)=[N+](C)C)C.F[P-](F)(F)(F)(F)F.CCN(C(C)C)C(C)C.[NH2:66][CH2:67][CH2:68][C:69]#[N:70], predict the reaction product. The product is: [C:67]([CH2:68][CH2:69][NH:70][C:29](=[O:31])[CH2:28][CH2:27][CH2:26][CH2:25][CH2:24][N:20]1[C:10]2=[N:11][C:12]([C:13]3[CH:18]=[CH:17][C:16]([CH3:19])=[CH:15][CH:14]=3)=[C:7]([C:4]3[CH:5]=[CH:6][C:1]([CH3:32])=[CH:2][CH:3]=3)[N:8]=[C:9]2[CH2:23][CH2:22][CH2:21]1)#[N:66]. (4) The product is: [O:18]=[C:9]1[C:10]2[C:1]([NH:11][C:12](=[O:14])[CH3:13])=[CH:2][CH:3]=[CH:4][C:5]=2[CH2:6][CH2:7][CH2:8]1. Given the reactants [C:1]1([NH2:11])[C:10]2[CH2:9][CH2:8][CH2:7][CH2:6][C:5]=2[CH:4]=[CH:3][CH:2]=1.[C:12](Cl)(=[O:14])[CH3:13].[NH4+].[Cl-].[O-:18]S([O-])(=O)=O.[Mg+2].[O-][Mn](=O)(=O)=O.[K+], predict the reaction product. (5) Given the reactants O=[C:2]([C:9]1[CH:14]=[CH:13][N:12]=[CH:11][CH:10]=1)[CH2:3][C:4]([O:6][CH2:7][CH3:8])=[O:5].C([O-])(=O)C.[CH3:19][NH3+:20], predict the reaction product. The product is: [CH3:19][NH:20][C:2]([C:9]1[CH:14]=[CH:13][N:12]=[CH:11][CH:10]=1)=[CH:3][C:4]([O:6][CH2:7][CH3:8])=[O:5].